From a dataset of Peptide-MHC class II binding affinity with 134,281 pairs from IEDB. Regression. Given a peptide amino acid sequence and an MHC pseudo amino acid sequence, predict their binding affinity value. This is MHC class II binding data. (1) The peptide sequence is CSNLSTCVLGKLSQE. The MHC is DRB1_1302 with pseudo-sequence DRB1_1302. The binding affinity (normalized) is 0.103. (2) The peptide sequence is DTFRKDFRVYSNFLR. The MHC is DRB1_0401 with pseudo-sequence DRB1_0401. The binding affinity (normalized) is 0.514. (3) The peptide sequence is DVKFNGGGQIVGGVY. The MHC is HLA-DQA10501-DQB10301 with pseudo-sequence HLA-DQA10501-DQB10301. The binding affinity (normalized) is 0.743. (4) The binding affinity (normalized) is 0.308. The MHC is DRB1_1101 with pseudo-sequence DRB1_1101. The peptide sequence is EAKITMLTNGQCQNIT.